Dataset: NCI-60 drug combinations with 297,098 pairs across 59 cell lines. Task: Regression. Given two drug SMILES strings and cell line genomic features, predict the synergy score measuring deviation from expected non-interaction effect. (1) Drug 1: CC12CCC(CC1=CCC3C2CCC4(C3CC=C4C5=CN=CC=C5)C)O. Drug 2: C1=CC(=CC=C1CC(C(=O)O)N)N(CCCl)CCCl.Cl. Cell line: CAKI-1. Synergy scores: CSS=34.6, Synergy_ZIP=-0.241, Synergy_Bliss=-0.152, Synergy_Loewe=-1.05, Synergy_HSA=2.12. (2) Cell line: UACC62. Drug 2: CC1OCC2C(O1)C(C(C(O2)OC3C4COC(=O)C4C(C5=CC6=C(C=C35)OCO6)C7=CC(=C(C(=C7)OC)O)OC)O)O. Drug 1: CC1=C(C=C(C=C1)NC2=NC=CC(=N2)N(C)C3=CC4=NN(C(=C4C=C3)C)C)S(=O)(=O)N.Cl. Synergy scores: CSS=33.9, Synergy_ZIP=-1.20, Synergy_Bliss=3.84, Synergy_Loewe=-15.0, Synergy_HSA=4.05.